The task is: Regression. Given a peptide amino acid sequence and an MHC pseudo amino acid sequence, predict their binding affinity value. This is MHC class I binding data.. This data is from Peptide-MHC class I binding affinity with 185,985 pairs from IEDB/IMGT. (1) The peptide sequence is SLTIKDSSNK. The MHC is HLA-B53:01 with pseudo-sequence HLA-B53:01. The binding affinity (normalized) is 0. (2) The peptide sequence is KAGQYVTIW. The MHC is HLA-A30:01 with pseudo-sequence HLA-A30:01. The binding affinity (normalized) is 0. (3) The peptide sequence is LLPFMSDMS. The MHC is H-2-Kb with pseudo-sequence H-2-Kb. The binding affinity (normalized) is 0.0555. (4) The peptide sequence is IMGIPYCNY. The MHC is HLA-B15:01 with pseudo-sequence HLA-B15:01. The binding affinity (normalized) is 0.652. (5) The peptide sequence is KLVAYQATV. The MHC is HLA-A02:03 with pseudo-sequence HLA-A02:03. The binding affinity (normalized) is 0.679. (6) The MHC is HLA-A02:02 with pseudo-sequence HLA-A02:02. The peptide sequence is AWLLNILTI. The binding affinity (normalized) is 0.835. (7) The peptide sequence is SDDQLRLLK. The MHC is HLA-B08:02 with pseudo-sequence HLA-B08:02. The binding affinity (normalized) is 0.0847. (8) The peptide sequence is IIFGESSIFV. The MHC is HLA-A02:01 with pseudo-sequence HLA-A02:01. The binding affinity (normalized) is 0.977. (9) The peptide sequence is AFGKFLWEWA. The MHC is Patr-A0701 with pseudo-sequence Patr-A0701. The binding affinity (normalized) is 0.621. (10) The peptide sequence is ISFIYALW. The MHC is H-2-Kb with pseudo-sequence H-2-Kb. The binding affinity (normalized) is 0.942.